Task: Predict the reaction yield, written as a fraction of the theoretical maximum amount of product (1.0 means a 100% yield; for example, 0.34 means a 34% yield).. Dataset: Reaction yield outcomes from USPTO patents with 853,638 reactions (1) The reactants are [CH3:1][S:2]([C:5]1[CH:12]=[CH:11][C:8](CBr)=[CH:7][CH:6]=1)(=[O:4])=[O:3].Br[C:14]1[CH:19]=[CH:18][C:17](/[CH:20]=[CH:21]/[C:22]2[N:23]([CH2:35][C:36]3[CH:41]=[CH:40][C:39]([S:42]([CH3:45])(=[O:44])=[O:43])=[CH:38][CH:37]=3)[CH:24]=[C:25]([C:27]3[CH:32]=[CH:31][C:30]([Cl:33])=[CH:29][C:28]=3[Cl:34])[N:26]=2)=[CH:16][CH:15]=1.CS(C1C=C(B(O)O)C=CC=1)(=O)=O. No catalyst specified. The product is [Cl:34][C:28]1[CH:29]=[C:30]([Cl:33])[CH:31]=[CH:32][C:27]=1[C:25]1[N:26]=[C:22](/[CH:21]=[CH:20]/[C:17]2[CH:18]=[CH:19][C:14]([C:7]3[CH:8]=[CH:11][CH:12]=[C:5]([S:2]([CH3:1])(=[O:4])=[O:3])[CH:6]=3)=[CH:15][CH:16]=2)[N:23]([CH2:35][C:36]2[CH:41]=[CH:40][C:39]([S:42]([CH3:45])(=[O:44])=[O:43])=[CH:38][CH:37]=2)[CH:24]=1. The yield is 0.520. (2) The reactants are [NH2:1][C:2]1[C:3]([C:18]([NH:20][CH3:21])=[O:19])=[N:4][C:5]([C:8]2[CH:13]=[CH:12][CH:11]=[C:10]([C:14]([NH:16][OH:17])=[NH:15])[CH:9]=2)=[CH:6][N:7]=1.CN1[C:30]2[CH:31]=[CH:32][C:33](Cl)=[CH:34][C:29]=2[C:28](C2C=CC=CC=2)=NCC1=O.C(Cl)(=O)C1C=CC=CC=1. The catalyst is CN(C=O)C.C(OCC)(=O)C. The product is [NH2:1][C:2]1[C:3]([C:18]([NH:20][CH3:21])=[O:19])=[N:4][C:5]([C:8]2[CH:13]=[CH:12][CH:11]=[C:10]([C:14]3[N:15]=[C:28]([C:29]4[CH:34]=[CH:33][CH:32]=[CH:31][CH:30]=4)[O:17][N:16]=3)[CH:9]=2)=[CH:6][N:7]=1. The yield is 0.200. (3) The reactants are [Cl:1][C:2]1[C:7]([NH:8]C([NH:8][C:7]2[C:2]([Cl:1])=[CH:3][CH:4]=[C:5]([O:23]C)[C:6]=2[F:22])=O)=[C:6]([F:22])[C:5]([O:23]C)=[CH:4][CH:3]=1.[OH-].[Na+]. The catalyst is Br. The product is [NH2:8][C:7]1[C:6]([F:22])=[C:5]([OH:23])[CH:4]=[CH:3][C:2]=1[Cl:1]. The yield is 0.870. (4) The catalyst is [Cu]Cl.C(OCC)(=O)C. The yield is 0.580. The product is [NH2:15][C:2]1[N:10]=[C:9]([C:11]([F:14])([F:13])[F:12])[CH:8]=[CH:7][C:3]=1[C:4]([OH:6])=[O:5]. The reactants are Cl[C:2]1[N:10]=[C:9]([C:11]([F:14])([F:13])[F:12])[CH:8]=[CH:7][C:3]=1[C:4]([OH:6])=[O:5].[NH3:15].Cl. (5) The reactants are [CH3:1][C:2]1[S:6][C:5]2[NH:7][C:8]3[CH:9]=[CH:10][CH:11]=[CH:12][C:13]=3[N:14]=[C:15]([N:16]3[CH2:21][CH2:20][N:19]([CH3:22])[CH2:18][CH2:17]3)[C:4]=2[CH:3]=1.C(N(CC)CC)C.Cl[C:31]([O:33][CH:34]([Cl:36])[CH3:35])=[O:32]. The catalyst is ClCCl. The product is [CH3:1][C:2]1[S:6][C:5]2=[N:7][C:8]3[CH:9]=[CH:10][CH:11]=[CH:12][C:13]=3[N:14]([C:31]([O:33][CH:34]([Cl:36])[CH3:35])=[O:32])[C:15]([N:16]3[CH2:17][CH2:18][N:19]([CH3:22])[CH2:20][CH2:21]3)=[C:4]2[CH:3]=1. The yield is 0.580. (6) The reactants are [CH2:1]=O.[C:3]([NH2:7])([CH3:6])([CH3:5])[CH3:4].[Cl:8][C:9]1[CH:14]=[CH:13][C:12]([C:15]2[C:20](O)=CC=[C:17]([C:22]3[CH:27]=[CH:26][C:25]([Cl:28])=[CH:24][CH:23]=3)[N:16]=2)=[CH:11][CH:10]=1.[CH2:29]([OH:32])[CH2:30][CH3:31]. No catalyst specified. The product is [C:3]([N:7]1[CH2:31][C:30]2[CH:20]=[C:15]([C:12]3[CH:11]=[CH:10][C:9]([Cl:8])=[CH:14][CH:13]=3)[N:16]=[C:17]([C:22]3[CH:27]=[CH:26][C:25]([Cl:28])=[CH:24][CH:23]=3)[C:29]=2[O:32][CH2:1]1)([CH3:6])([CH3:5])[CH3:4]. The yield is 0.250. (7) The reactants are Cl[C:2]1[C:7]([C:8]([F:11])([F:10])[F:9])=[CH:6][CH:5]=[C:4]([C:12]2[CH:17]=[CH:16][C:15]([CH2:18][CH3:19])=[CH:14][CH:13]=2)[N:3]=1.[NH2:20][CH2:21][CH2:22][CH2:23][OH:24]. The catalyst is CC#N.C(O)(C(F)(F)F)=O. The product is [CH2:18]([C:15]1[CH:16]=[CH:17][C:12]([C:4]2[N:3]=[C:2]([NH:20][CH2:21][CH2:22][CH2:23][OH:24])[C:7]([C:8]([F:11])([F:10])[F:9])=[CH:6][CH:5]=2)=[CH:13][CH:14]=1)[CH3:19]. The yield is 0.520. (8) The reactants are C[O:2][C:3]([C:5]1[S:12][C:11]2[C:10]([CH:13]3[CH2:18][CH2:17][CH2:16][CH2:15][CH2:14]3)=[C:9]([C:19]3[CH:20]=[C:21]4[C:26](=[CH:27][CH:28]=3)[N:25]=[C:24]([C:29]3[CH:34]=[CH:33][CH:32]=[CH:31][C:30]=3[F:35])[CH:23]=[CH:22]4)[NH:8][C:7]=2[CH:6]=1)=[O:4].[H-].[Na+].Cl[CH2:39][C:40]([N:42]1[CH2:47][CH2:46][O:45][CH2:44][CH2:43]1)=[O:41].[Li+].[OH-].Cl. The catalyst is CO.C1COCC1.CN(C=O)C. The product is [CH:13]1([C:10]2[C:11]3[S:12][C:5]([C:3]([OH:2])=[O:4])=[CH:6][C:7]=3[N:8]([CH2:39][C:40]([N:42]3[CH2:47][CH2:46][O:45][CH2:44][CH2:43]3)=[O:41])[C:9]=2[C:19]2[CH:20]=[C:21]3[C:26](=[CH:27][CH:28]=2)[N:25]=[C:24]([C:29]2[CH:34]=[CH:33][CH:32]=[CH:31][C:30]=2[F:35])[CH:23]=[CH:22]3)[CH2:14][CH2:15][CH2:16][CH2:17][CH2:18]1. The yield is 0.280.